This data is from Merck oncology drug combination screen with 23,052 pairs across 39 cell lines. The task is: Regression. Given two drug SMILES strings and cell line genomic features, predict the synergy score measuring deviation from expected non-interaction effect. (1) Drug 1: CCc1c2c(nc3ccc(O)cc13)-c1cc3c(c(=O)n1C2)COC(=O)C3(O)CC. Drug 2: CNC(=O)c1cc(Oc2ccc(NC(=O)Nc3ccc(Cl)c(C(F)(F)F)c3)cc2)ccn1. Cell line: HCT116. Synergy scores: synergy=9.70. (2) Drug 1: Cn1c(=O)n(-c2ccc(C(C)(C)C#N)cc2)c2c3cc(-c4cnc5ccccc5c4)ccc3ncc21. Drug 2: CCc1cnn2c(NCc3ccc[n+]([O-])c3)cc(N3CCCCC3CCO)nc12. Cell line: MSTO. Synergy scores: synergy=-3.61. (3) Drug 1: CN(Cc1cnc2nc(N)nc(N)c2n1)c1ccc(C(=O)NC(CCC(=O)O)C(=O)O)cc1. Drug 2: CC(C)CC(NC(=O)C(Cc1ccccc1)NC(=O)c1cnccn1)B(O)O. Cell line: SW620. Synergy scores: synergy=-11.9. (4) Drug 1: COc1cc(C2c3cc4c(cc3C(OC3OC5COC(C)OC5C(O)C3O)C3COC(=O)C23)OCO4)cc(OC)c1O. Drug 2: NC(=O)c1cccc2cn(-c3ccc(C4CCCNC4)cc3)nc12. Cell line: NCIH1650. Synergy scores: synergy=26.2. (5) Drug 1: O=S1(=O)NC2(CN1CC(F)(F)F)C1CCC2Cc2cc(C=CCN3CCC(C(F)(F)F)CC3)ccc2C1. Drug 2: CCc1cnn2c(NCc3ccc[n+]([O-])c3)cc(N3CCCCC3CCO)nc12. Cell line: NCIH23. Synergy scores: synergy=9.62. (6) Drug 1: NC1(c2ccc(-c3nc4ccn5c(=O)[nH]nc5c4cc3-c3ccccc3)cc2)CCC1. Drug 2: COC1=C2CC(C)CC(OC)C(O)C(C)C=C(C)C(OC(N)=O)C(OC)C=CC=C(C)C(=O)NC(=CC1=O)C2=O. Cell line: CAOV3. Synergy scores: synergy=28.8. (7) Drug 1: CN(C)C(=N)N=C(N)N. Drug 2: C#Cc1cccc(Nc2ncnc3cc(OCCOC)c(OCCOC)cc23)c1. Cell line: MSTO. Synergy scores: synergy=43.3.